Dataset: Cav3 T-type calcium channel HTS with 100,875 compounds. Task: Binary Classification. Given a drug SMILES string, predict its activity (active/inactive) in a high-throughput screening assay against a specified biological target. (1) The result is 0 (inactive). The molecule is o1c2nc(n(Cc3ccc(OC)cc3)c(=O)c2c(=O)c2c1cccc2)CC. (2) The compound is Clc1cc(C2n3[nH]c(nc3=NC(C2)c2ccc(OC)cc2)N)ccc1. The result is 0 (inactive). (3) The compound is S(=O)(=O)(N1CCN(CC1)C(=O)COc1ccc(cc1)c1ccccc1)CCC. The result is 0 (inactive). (4) The compound is O=c1[nH]c2c(cc1CN(C(=O)COc1ccccc1)C)cc(OC)cc2. The result is 0 (inactive). (5) The drug is O=c1n(c2ccc(C(C)(C)C)cc2)c(nn1CC(OCC)=O)C. The result is 0 (inactive). (6) The molecule is S(Cc1ccc(OC(C)C)cc1)C(N)=N. The result is 0 (inactive).